This data is from Full USPTO retrosynthesis dataset with 1.9M reactions from patents (1976-2016). The task is: Predict the reactants needed to synthesize the given product. (1) Given the product [Br:19][C:3]1[N:4]2[CH:9]=[C:8]([CH2:10][OH:11])[CH:7]=[CH:6][C:5]2=[N:1][CH:2]=1, predict the reactants needed to synthesize it. The reactants are: [N:1]1[CH:2]=[CH:3][N:4]2[CH:9]=[C:8]([CH2:10][OH:11])[CH:7]=[CH:6][C:5]=12.C1C(=O)N([Br:19])C(=O)C1. (2) The reactants are: O1CCOCC1.[ClH:7].C([NH:11][CH:12]([CH2:17][C:18]1[CH:27]=[CH:26][C:25]2[C:20](=[CH:21][CH:22]=[C:23]([C:28]3[C:33]([O:34][CH3:35])=[CH:32][CH:31]=[CH:30][C:29]=3[O:36][CH3:37])[CH:24]=2)[CH:19]=1)[C:13]([O:15]C)=[O:14])(=O)C. Given the product [ClH:7].[NH2:11][CH:12]([CH2:17][C:18]1[CH:27]=[CH:26][C:25]2[C:20](=[CH:21][CH:22]=[C:23]([C:28]3[C:29]([O:36][CH3:37])=[CH:30][CH:31]=[CH:32][C:33]=3[O:34][CH3:35])[CH:24]=2)[CH:19]=1)[C:13]([OH:15])=[O:14], predict the reactants needed to synthesize it. (3) Given the product [I:1][CH2:2][CH2:3][CH2:4][C:5]([O:7][N:9]1[C:13](=[O:14])[CH2:12][CH2:11][C:10]1=[O:15])=[O:6], predict the reactants needed to synthesize it. The reactants are: [I:1][CH2:2][CH2:3][CH2:4][C:5]([OH:7])=[O:6].O[N:9]1[C:13](=[O:14])[CH2:12][CH2:11][C:10]1=[O:15].C1(N=C=NC2CCCCC2)CCCCC1. (4) Given the product [CH3:7][O:6][C:5]1[CH:4]=[C:3]([CH2:2][N:12]2[CH2:17][CH2:16][O:15][CH2:14][CH2:13]2)[CH:11]=[CH:10][C:8]=1[OH:9], predict the reactants needed to synthesize it. The reactants are: O=[CH:2][C:3]1[CH:11]=[CH:10][C:8]([OH:9])=[C:5]([O:6][CH3:7])[CH:4]=1.[NH:12]1[CH2:17][CH2:16][O:15][CH2:14][CH2:13]1.C(O)=O.Cl. (5) Given the product [C:1]([NH:11][C@H:12]([C:16]([O:18][CH2:19][CH:20]([O:28][C:29](=[O:47])[CH2:30][CH2:31][CH2:32][CH2:33][CH2:34][CH2:35][CH2:36][CH2:37][CH2:38][CH2:39][CH2:40][CH2:41][CH2:42][CH2:43][CH2:44][CH2:45][CH3:46])[CH2:21][C:22]([CH3:26])([CH3:27])[C:23]([O:25][CH2:67][Cl:66])=[O:24])=[O:17])[CH:13]([CH3:15])[CH3:14])([O:3][CH2:4][C:5]1[CH:6]=[CH:7][CH:8]=[CH:9][CH:10]=1)=[O:2], predict the reactants needed to synthesize it. The reactants are: [C:1]([NH:11][C@H:12]([C:16]([O:18][CH2:19][CH:20]([O:28][C:29](=[O:47])[CH2:30][CH2:31][CH2:32][CH2:33][CH2:34][CH2:35][CH2:36][CH2:37][CH2:38][CH2:39][CH2:40][CH2:41][CH2:42][CH2:43][CH2:44][CH2:45][CH3:46])[CH2:21][C:22]([CH3:27])([CH3:26])[C:23]([OH:25])=[O:24])=[O:17])[CH:13]([CH3:15])[CH3:14])([O:3][CH2:4][C:5]1[CH:10]=[CH:9][CH:8]=[CH:7][CH:6]=1)=[O:2].[OH-].C([N+](CCCC)(CCCC)CCCC)CCC.[Cl:66][CH2:67]I. (6) Given the product [CH3:17][O:16][C:4]1[CH:3]=[C:2]([B:18]2[O:22][C:21]([CH3:24])([CH3:23])[C:20]([CH3:26])([CH3:25])[O:19]2)[CH:15]=[CH:14][C:5]=1[O:6][CH:7]1[CH2:12][CH2:11][N:10]([CH3:13])[CH2:9][CH2:8]1, predict the reactants needed to synthesize it. The reactants are: Br[C:2]1[CH:15]=[CH:14][C:5]([O:6][CH:7]2[CH2:12][CH2:11][N:10]([CH3:13])[CH2:9][CH2:8]2)=[C:4]([O:16][CH3:17])[CH:3]=1.[B:18]1([B:18]2[O:22][C:21]([CH3:24])([CH3:23])[C:20]([CH3:26])([CH3:25])[O:19]2)[O:22][C:21]([CH3:24])([CH3:23])[C:20]([CH3:26])([CH3:25])[O:19]1.CC([O-])=O.[K+]. (7) Given the product [C:26]([C@@H:25]1[N:21]([C:19](=[O:20])[CH2:18][NH:1][C:2]2([CH3:16])[CH2:3][CH2:4][N:5]([C:8]3[C:13]([C:30]#[N:32])=[CH:12][CH:11]=[CH:10][N:9]=3)[CH2:6][CH2:7]2)[C@H:22]([C:28]#[N:29])[CH2:23][CH2:24]1)#[CH:27], predict the reactants needed to synthesize it. The reactants are: [NH2:1][C:2]1([CH3:16])[CH2:7][CH2:6][N:5]([C:8]2[CH:13]=[CH:12][C:11](C#N)=[CH:10][N:9]=2)[CH2:4][CH2:3]1.Cl[CH2:18][C:19]([N:21]1[C@@H:25]([C:26]#[CH:27])[CH2:24][CH2:23][C@H:22]1[C:28]#[N:29])=[O:20].[C:30](#[N:32])C.